From a dataset of Forward reaction prediction with 1.9M reactions from USPTO patents (1976-2016). Predict the product of the given reaction. (1) Given the reactants [O:1]=[C:2]1C=C(C(O)=O)C=[CH:4][N:3]1[C@@H:11]([C:13]1[CH:18]=[CH:17][CH:16]=[CH:15][CH:14]=1)[CH3:12].BrC1C=C(C=CC=1)O[C@H](C1[CH:44]=[CH:43][C:29]([C:30]([NH:32][CH2:33][C:34]2[C:35]([OH:42])=[N:36][C:37]([CH3:41])=[CH:38][C:39]=2[CH3:40])=[O:31])=[CH:28][CH:27]=1)C, predict the reaction product. The product is: [CH3:40][C:39]1[CH:38]=[C:37]([CH3:41])[NH:36][C:35](=[O:42])[C:34]=1[CH2:33][NH:32][C:30]([C:29]1[C:43]([CH3:44])=[CH:4][N:3]([CH:11]([C:13]2[CH:18]=[CH:17][CH:16]=[CH:15][CH:14]=2)[CH3:12])[C:2](=[O:1])[C:28]=1[CH3:27])=[O:31]. (2) Given the reactants [N:1]12[CH2:8][CH2:7][CH:4]([CH2:5][CH2:6]1)[CH:3]([NH:9][C:10]([C:12]1[O:13][C:14]([C:17]3[CH:22]=[CH:21][C:20]([N+:23]([O-])=O)=[CH:19][CH:18]=3)=[CH:15][CH:16]=1)=[O:11])[CH2:2]2, predict the reaction product. The product is: [N:1]12[CH2:6][CH2:5][CH:4]([CH2:7][CH2:8]1)[CH:3]([NH:9][C:10]([C:12]1[O:13][C:14]([C:17]3[CH:18]=[CH:19][C:20]([NH2:23])=[CH:21][CH:22]=3)=[CH:15][CH:16]=1)=[O:11])[CH2:2]2.